Dataset: Catalyst prediction with 721,799 reactions and 888 catalyst types from USPTO. Task: Predict which catalyst facilitates the given reaction. (1) Reactant: [CH3:1][C:2]1[CH:3]=[CH:4][C:5]2[C:6](=[O:25])[C:7]3[C:8](=[CH:11][S:12][C:13]=3[N:14]3C(=O)C4C(=CC=CC=4)C3=O)[C:9]=2[CH:10]=1.CC1C2C(=O)C3C(=CSC=3N3C(=O)C4C(=CC=CC=4)C3=O)C=2C=CC=1.O.NN. Product: [NH2:14][C:13]1[S:12][CH:11]=[C:8]2[C:9]3[CH:10]=[C:2]([CH3:1])[CH:3]=[CH:4][C:5]=3[C:6](=[O:25])[C:7]=12. The catalyst class is: 8. (2) Reactant: [NH2:1][C:2]1[CH:3]=[C:4]2[C:9](=[C:10]([CH2:12][N:13]([CH3:15])[CH3:14])[CH:11]=1)[N:8]=[CH:7][C:6]([C:16]#[N:17])=[C:5]2[NH:18][C:19]1[CH:24]=[CH:23][CH:22]=[C:21]([Br:25])[CH:20]=1.[N:26]1([CH2:32][CH:33]=O)[CH2:31][CH2:30][O:29][CH2:28][CH2:27]1.[BH3-]C#N.[Na+]. The catalyst class is: 14. Product: [Br:25][C:21]1[CH:20]=[C:19]([NH:18][C:5]2[C:4]3[C:9](=[C:10]([CH2:12][N:13]([CH3:14])[CH3:15])[CH:11]=[C:2]([NH:1][CH2:33][CH2:32][N:26]4[CH2:31][CH2:30][O:29][CH2:28][CH2:27]4)[CH:3]=3)[N:8]=[CH:7][C:6]=2[C:16]#[N:17])[CH:24]=[CH:23][CH:22]=1. (3) Reactant: [CH3:1][C:2]1[CH:7]=[CH:6][C:5]([C:8]2[CH2:13][CH2:12][CH2:11][CH2:10][C:9]=2[C:14]([OH:16])=O)=[CH:4][CH:3]=1.[NH2:17][C:18]1[CH:23]=[CH:22][C:21]([N:24]([CH2:32][CH2:33][C:34]2[CH:39]=[CH:38][CH:37]=[CH:36][N:35]=2)C(=O)OC(C)(C)C)=[CH:20][CH:19]=1.O.ON1C2C=CC=CC=2N=N1.Cl.CN(C)CCCN=C=NCC.FC(F)(F)C(O)=O. Product: [CH3:1][C:2]1[CH:3]=[CH:4][C:5]([C:8]2[CH2:13][CH2:12][CH2:11][CH2:10][C:9]=2[C:14]([NH:17][C:18]2[CH:19]=[CH:20][C:21]([NH:24][CH2:32][CH2:33][C:34]3[CH:39]=[CH:38][CH:37]=[CH:36][N:35]=3)=[CH:22][CH:23]=2)=[O:16])=[CH:6][CH:7]=1. The catalyst class is: 4. (4) Reactant: [Cl:1][C:2]1[N:3]=[C:4]([N:12]2[CH2:17][CH2:16][O:15][CH2:14][CH2:13]2)[C:5]2[CH:10]=[C:9](Cl)[S:8][C:6]=2[N:7]=1.[Li]CCCC.[O:23]1[CH2:26][C:25](=[O:27])[CH2:24]1. Product: [Cl:1][C:2]1[N:3]=[C:4]([N:12]2[CH2:17][CH2:16][O:15][CH2:14][CH2:13]2)[C:5]2[CH:10]=[C:9]([C:25]3([OH:27])[CH2:26][O:23][CH2:24]3)[S:8][C:6]=2[N:7]=1. The catalyst class is: 1. (5) Reactant: [P:1]([O:9]CC)([O:6][CH2:7][CH3:8])([O:3][CH2:4][CH3:5])=[O:2].COC(=O)[O-].[CH2:17]([N+:19]1[CH:23]=[CH:22][N:21]([CH3:24])[CH:20]=1)[CH3:18].O. Product: [CH2:4]([O:3][P:1]([O-:9])([O:6][CH2:7][CH3:8])=[O:2])[CH3:5].[CH2:17]([N+:19]1[CH:23]=[CH:22][N:21]([CH3:24])[CH:20]=1)[CH3:18]. The catalyst class is: 5.